From a dataset of Full USPTO retrosynthesis dataset with 1.9M reactions from patents (1976-2016). Predict the reactants needed to synthesize the given product. (1) Given the product [CH2:1]([O:8][C:9](=[O:32])[NH:10][CH:11]([C:14]1([C:24]2[CH:29]=[CH:28][C:27]([O:30][CH3:31])=[CH:26][CH:25]=2)[CH2:15][CH2:16][C:17](=[O:18])[CH2:22][CH2:23]1)[CH2:12][CH3:13])[C:2]1[CH:7]=[CH:6][CH:5]=[CH:4][CH:3]=1, predict the reactants needed to synthesize it. The reactants are: [CH2:1]([O:8][C:9](=[O:32])[NH:10][CH:11]([C:14]1([C:24]2[CH:29]=[CH:28][C:27]([O:30][CH3:31])=[CH:26][CH:25]=2)[CH2:23][CH2:22][C:17]2(OCC[O:18]2)[CH2:16][CH2:15]1)[CH2:12][CH3:13])[C:2]1[CH:7]=[CH:6][CH:5]=[CH:4][CH:3]=1.C(=O)(O)[O-].[Na+]. (2) Given the product [CH3:11][N:9]([CH3:10])[C:8]1[CH:12]=[CH:13][CH:14]=[C:6]([O:5][CH2:4][CH2:3][N:2]([CH3:15])[CH3:1])[C:7]=1[CH:32]=[O:33], predict the reactants needed to synthesize it. The reactants are: [CH3:1][N:2]([CH3:15])[CH2:3][CH2:4][O:5][C:6]1[CH:7]=[C:8]([CH:12]=[CH:13][CH:14]=1)[N:9]([CH3:11])[CH3:10].CN(CCN(C)C)C.[Li]CCCC.CN([CH:32]=[O:33])C. (3) Given the product [CH3:50][O:49][C:47](=[O:48])[CH:46]([N:27]1[CH2:28][CH2:29][CH:24]([N:13]([C:10]2[CH:11]=[C:12]3[C:7]([CH2:6][CH2:5][N:4]3[C:1](=[O:3])[CH3:2])=[CH:8][CH:9]=2)[C:14](=[O:23])/[CH:15]=[CH:16]/[C:17]2[CH:22]=[CH:21][CH:20]=[CH:19][CH:18]=2)[CH2:25][CH2:26]1)[C:51]1[CH:56]=[CH:55][CH:54]=[CH:53][CH:52]=1, predict the reactants needed to synthesize it. The reactants are: [C:1]([N:4]1[C:12]2[C:7](=[CH:8][CH:9]=[C:10]([N:13]([CH:24]3[CH2:29][CH2:28][N:27](CCCC4C=CC=CC=4)[CH2:26][CH2:25]3)[C:14](=[O:23])/[CH:15]=[CH:16]/[C:17]3[CH:22]=[CH:21][CH:20]=[CH:19][CH:18]=3)[CH:11]=2)[CH2:6][CH2:5]1)(=[O:3])[CH3:2].C([O-])([O-])=O.[Na+].[Na+].Br[CH:46]([C:51]1[CH:56]=[CH:55][CH:54]=[CH:53][CH:52]=1)[C:47]([O:49][CH3:50])=[O:48].O. (4) Given the product [NH2:8][CH2:9][CH2:10][O:11][C:12]1[CH:21]=[C:20]([C:22]([O:24][CH3:25])=[O:23])[CH:19]=[CH:18][C:13]=1[C:14]([O:16][CH3:17])=[O:15].[C:29]([OH:35])([C:31]([F:34])([F:33])[F:32])=[O:30], predict the reactants needed to synthesize it. The reactants are: C(OC([NH:8][CH2:9][CH2:10][O:11][C:12]1[CH:21]=[C:20]([C:22]([O:24][CH3:25])=[O:23])[CH:19]=[CH:18][C:13]=1[C:14]([O:16][CH3:17])=[O:15])=O)(C)(C)C.C(Cl)Cl.[C:29]([OH:35])([C:31]([F:34])([F:33])[F:32])=[O:30]. (5) The reactants are: [CH2:1]([O:8][C:9]([N:11]1[C:15]([CH3:16])=[CH:14][CH:13]([C:17]2[CH:22]=[C:21]([NH:23]C(OC(C)(C)C)=O)[C:20]([CH3:31])=[CH:19][C:18]=2[F:32])[NH:12]1)=[O:10])[C:2]1[CH:7]=[CH:6][CH:5]=[CH:4][CH:3]=1. Given the product [CH2:1]([O:8][C:9]([N:11]1[C:15]([CH3:16])=[CH:14][C:13]([C:17]2[CH:22]=[C:21]([NH2:23])[C:20]([CH3:31])=[CH:19][C:18]=2[F:32])=[N:12]1)=[O:10])[C:2]1[CH:7]=[CH:6][CH:5]=[CH:4][CH:3]=1, predict the reactants needed to synthesize it. (6) Given the product [C:13]([O:12][C@H:10]1[O:11][C@H:6]([CH2:5][O:4][C:2](=[O:3])[CH3:1])[C@@H:7]([O:23][C:24](=[O:25])[CH3:26])[C@H:8]([O:19][C:20](=[O:21])[CH3:22])[C@H:9]1[NH2:16])(=[O:14])[CH3:15], predict the reactants needed to synthesize it. The reactants are: [CH3:1][C:2]([O:4][CH2:5][C@H:6]1[O:11][C@H:10]([O:12][C:13]([CH3:15])=[O:14])[C@H:9]([N:16]=[N+]=[N-])[C@@H:8]([O:19][C:20]([CH3:22])=[O:21])[C@@H:7]1[O:23][C:24]([CH3:26])=[O:25])=[O:3]. (7) Given the product [Cl:3][C:4]1[CH:5]=[C:6]([C@H:10]([N:23]2[C:27](=[O:28])[CH2:26][CH2:25][C@@H:24]2[C:29]([OH:31])=[O:30])[C@@H:11]([C:16]2[CH:21]=[CH:20][C:19]([Cl:22])=[CH:18][CH:17]=2)[NH:12][CH:13]([CH3:15])[CH3:14])[CH:7]=[CH:8][CH:9]=1, predict the reactants needed to synthesize it. The reactants are: [OH-].[Na+].[Cl:3][C:4]1[CH:5]=[C:6]([C@H:10]([N:23]2[C:27](=[O:28])[CH2:26][CH2:25][C@@H:24]2[C:29]([O:31]CC)=[O:30])[C@@H:11]([C:16]2[CH:21]=[CH:20][C:19]([Cl:22])=[CH:18][CH:17]=2)[NH:12][CH:13]([CH3:15])[CH3:14])[CH:7]=[CH:8][CH:9]=1. (8) Given the product [C:21]1([S:18]([N:14]2[C:15]3[C:11](=[CH:10][C:9]([OH:8])=[CH:17][CH:16]=3)[CH:12]=[CH:13]2)(=[O:19])=[O:20])[CH:22]=[CH:23][CH:24]=[CH:25][CH:26]=1, predict the reactants needed to synthesize it. The reactants are: C([O:8][C:9]1[CH:10]=[C:11]2[C:15](=[CH:16][CH:17]=1)[N:14]([S:18]([C:21]1[CH:26]=[CH:25][CH:24]=[CH:23][CH:22]=1)(=[O:20])=[O:19])[CH:13]=[CH:12]2)C1C=CC=CC=1.C1CCCCC=1.Cl.